Dataset: Forward reaction prediction with 1.9M reactions from USPTO patents (1976-2016). Task: Predict the product of the given reaction. The product is: [CH3:36][C@H:33]1[CH2:32][CH2:31][C@H:30]([C:29]([N:19]([CH:20]2[CH2:25][CH2:24][CH:23]([C:26]([N:42]3[CH2:43][CH2:44][N:39]([CH3:38])[CH2:40][CH2:41]3)=[O:28])[CH2:22][CH2:21]2)[C:9]2[S:10][C:11]([C:13]3[CH:14]=[CH:15][CH:16]=[CH:17][CH:18]=3)=[CH:12][C:8]=2[C:6]([O:5][C:1]([CH3:2])([CH3:4])[CH3:3])=[O:7])=[O:37])[CH2:35][CH2:34]1. Given the reactants [C:1]([O:5][C:6]([C:8]1[CH:12]=[C:11]([C:13]2[CH:18]=[CH:17][CH:16]=[CH:15][CH:14]=2)[S:10][C:9]=1[N:19]([C:29](=[O:37])[C:30]1[CH:35]=[CH:34][C:33]([CH3:36])=[CH:32][CH:31]=1)[CH:20]1[CH2:25][CH2:24][CH:23]([C:26]([OH:28])=O)[CH2:22][CH2:21]1)=[O:7])([CH3:4])([CH3:3])[CH3:2].[CH3:38][N:39]1[CH2:44][CH2:43][NH:42][CH2:41][CH2:40]1, predict the reaction product.